From a dataset of Reaction yield outcomes from USPTO patents with 853,638 reactions. Predict the reaction yield, written as a fraction of the theoretical maximum amount of product (1.0 means a 100% yield; for example, 0.34 means a 34% yield). (1) The reactants are Cl[S:2]([C:5]1[CH:6]=[C:7]2[C:11](=[CH:12][CH:13]=1)[NH:10][C:9](=[O:14])[CH2:8]2)(=[O:4])=[O:3].[F:15][C:16]1[CH:23]=[CH:22][C:19]([CH2:20][NH2:21])=[CH:18][CH:17]=1.N1C=CC=CC=1. The catalyst is ClCCl. The product is [F:15][C:16]1[CH:23]=[CH:22][C:19]([CH2:20][NH:21][S:2]([C:5]2[CH:6]=[C:7]3[C:11](=[CH:12][CH:13]=2)[NH:10][C:9](=[O:14])[CH2:8]3)(=[O:4])=[O:3])=[CH:18][CH:17]=1. The yield is 0.840. (2) The reactants are [Cl:1][C:2]1[C:11]2[C:6](=[CH:7][CH:8]=[CH:9][C:10]=2[O:12][CH:13]2[CH2:18][CH2:17][N:16]([CH3:19])[CH2:15][CH2:14]2)[N:5]=[CH:4][N:3]=1.[Cl:20][C:21]1[CH:22]=[C:23]([CH:25]=[CH:26][C:27]=1[CH2:28][NH:29][C:30]1[CH:35]=[CH:34][CH:33]=[C:32]([F:36])[CH:31]=1)[NH2:24]. No catalyst specified. The product is [ClH:1].[Cl:20][C:21]1[CH:22]=[C:23]([CH:25]=[CH:26][C:27]=1[CH2:28][NH:29][C:30]1[CH:35]=[CH:34][CH:33]=[C:32]([F:36])[CH:31]=1)[NH:24][C:2]1[C:11]2[C:6](=[CH:7][CH:8]=[CH:9][C:10]=2[O:12][CH:13]2[CH2:18][CH2:17][N:16]([CH3:19])[CH2:15][CH2:14]2)[N:5]=[CH:4][N:3]=1. The yield is 0.540. (3) The reactants are [C:1]([C:5]1[O:9][N:8]=[C:7]([NH:10][C:11](=[O:45])[NH:12][C:13]2[CH:14]=[C:15]([CH:42]=[CH:43][CH:44]=2)[O:16][C:17]2[C:26]3[C:21](=[CH:22][C:23]([O:40][CH3:41])=[C:24]([O:27][C@H:28]4[CH2:32][CH2:31][N:30](C(OC(C)(C)C)=O)[CH2:29]4)[CH:25]=3)[N:20]=[CH:19][N:18]=2)[CH:6]=1)([CH3:4])([CH3:3])[CH3:2].[ClH:46].O1CCOCC1. No catalyst specified. The product is [ClH:46].[ClH:46].[C:1]([C:5]1[O:9][N:8]=[C:7]([NH:10][C:11]([NH:12][C:13]2[CH:44]=[CH:43][CH:42]=[C:15]([O:16][C:17]3[C:26]4[C:21](=[CH:22][C:23]([O:40][CH3:41])=[C:24]([O:27][C@H:28]5[CH2:32][CH2:31][NH:30][CH2:29]5)[CH:25]=4)[N:20]=[CH:19][N:18]=3)[CH:14]=2)=[O:45])[CH:6]=1)([CH3:4])([CH3:2])[CH3:3]. The yield is 0.910. (4) The reactants are [Br:1][C:2]1[C:11]2[CH2:10][CH2:9][CH2:8][CH:7]([NH2:12])[C:6]=2[CH:5]=[N:4][CH:3]=1.CCN(CC)CC.[C:20](Cl)(=[O:23])[CH2:21][CH3:22].O. The catalyst is C(Cl)Cl. The product is [Br:1][C:2]1[C:11]2[CH2:10][CH2:9][CH2:8][CH:7]([NH:12][C:20](=[O:23])[CH2:21][CH3:22])[C:6]=2[CH:5]=[N:4][CH:3]=1. The yield is 0.930.